From a dataset of Catalyst prediction with 721,799 reactions and 888 catalyst types from USPTO. Predict which catalyst facilitates the given reaction. (1) Reactant: [NH:1]1[C:9]2[C:4](=[C:5]([O:10][CH2:11][C@@H:12]3[CH2:16][CH2:15][CH2:14][N:13]3[C:17]([O:19][C:20]([CH3:23])([CH3:22])[CH3:21])=[O:18])[CH:6]=[CH:7][CH:8]=2)[CH:3]=[CH:2]1.[H-].[Na+].[C:26]1([S:32](Cl)(=[O:34])=[O:33])[CH:31]=[CH:30][CH:29]=[CH:28][CH:27]=1. Product: [C:26]1([S:32]([N:1]2[C:9]3[C:4](=[C:5]([O:10][CH2:11][C@@H:12]4[CH2:16][CH2:15][CH2:14][N:13]4[C:17]([O:19][C:20]([CH3:23])([CH3:22])[CH3:21])=[O:18])[CH:6]=[CH:7][CH:8]=3)[CH:3]=[CH:2]2)(=[O:34])=[O:33])[CH:31]=[CH:30][CH:29]=[CH:28][CH:27]=1. The catalyst class is: 1. (2) Reactant: [Br:1][C:2]1[C:7](=[O:8])[N:6]2[CH:9]=[CH:10][CH:11]=[CH:12][C:5]2=[N:4][C:3]=1Cl.[CH:14]([NH2:17])([CH3:16])[CH3:15]. Product: [Br:1][C:2]1[C:7](=[O:8])[N:6]2[CH:9]=[CH:10][CH:11]=[CH:12][C:5]2=[N:4][C:3]=1[NH:17][CH:14]([CH3:16])[CH3:15]. The catalyst class is: 8. (3) Reactant: [N:1]([CH:4]([C:8]1[CH:13]=[CH:12][CH:11]=[CH:10][C:9]=1[F:14])[CH:5]1[CH2:7][CH2:6]1)=[N+]=[N-].C1(P(C2C=CC=CC=2)C2C=CC=CC=2)C=CC=CC=1.O. Product: [CH:5]1([CH:4]([NH2:1])[C:8]2[CH:13]=[CH:12][CH:11]=[CH:10][C:9]=2[F:14])[CH2:6][CH2:7]1. The catalyst class is: 1.